This data is from Forward reaction prediction with 1.9M reactions from USPTO patents (1976-2016). The task is: Predict the product of the given reaction. (1) Given the reactants Cl.[NH:2]([CH2:4][C:5]([O:7][CH2:8][CH3:9])=[O:6])[NH2:3].[OH-].[Na+].[CH:12]([CH:14]([CH2:20][CH3:21])[C:15](OCC)=O)=[O:13], predict the reaction product. The product is: [CH2:20]([C:14]1[CH:15]=[N:3][N:2]([CH2:4][C:5]([O:7][CH2:8][CH3:9])=[O:6])[C:12]=1[OH:13])[CH3:21]. (2) Given the reactants [OH:1][CH:2]1[CH2:5][N:4]([C:6]2[CH:11]=[CH:10][C:9]([N:12]3[CH2:16][C@H:15]([CH2:17][O:18][C:19]4[CH:23]=[CH:22][O:21][N:20]=4)[O:14][C:13]3=[O:24])=[CH:8][C:7]=2[F:25])[CH2:3]1.O, predict the reaction product. The product is: [O:1]=[C:2]1[CH2:5][N:4]([C:6]2[CH:11]=[CH:10][C:9]([N:12]3[CH2:16][C@H:15]([CH2:17][O:18][C:19]4[CH:23]=[CH:22][O:21][N:20]=4)[O:14][C:13]3=[O:24])=[CH:8][C:7]=2[F:25])[CH2:3]1. (3) Given the reactants Br[C:2]1[CH:3]=[CH:4][C:5]2[O:11][CH2:10][CH2:9][N:8]3[C:12]([CH2:18][O:19][C:20]4[CH:25]=[CH:24][CH:23]=[CH:22][N:21]=4)=[C:13]([C:15]([NH2:17])=[O:16])[N:14]=[C:7]3[C:6]=2[CH:26]=1.N1C(C(N)=O)=CN2C=1C1C=CC=CC=1OCC2.N1C=CC=CC1=O.[CH3:51][C:52]([OH:56])([C:54]#[CH:55])[CH3:53], predict the reaction product. The product is: [OH:56][C:52]([CH3:53])([CH3:51])[C:54]#[C:55][C:2]1[CH:3]=[CH:4][C:5]2[O:11][CH2:10][CH2:9][N:8]3[C:12]([CH2:18][O:19][C:20]4[CH:25]=[CH:24][CH:23]=[CH:22][N:21]=4)=[C:13]([C:15]([NH2:17])=[O:16])[N:14]=[C:7]3[C:6]=2[CH:26]=1. (4) Given the reactants Cl.Cl.[C:3]([C:7]1[CH:12]=[CH:11][CH:10]=[CH:9][C:8]=1[N:13]1[CH2:18][CH2:17][NH:16][CH2:15][CH2:14]1)([CH3:6])([CH3:5])[CH3:4].[CH:19]([C:21]1[C:22]([CH3:32])=[N:23][N:24]([CH3:31])[C:25]=1[S:26][CH2:27][C:28](O)=[O:29])=[O:20].Cl.C(N=C=NCCCN(C)C)C.O.ON1C2C=CC=CC=2N=N1, predict the reaction product. The product is: [C:3]([C:7]1[CH:12]=[CH:11][CH:10]=[CH:9][C:8]=1[N:13]1[CH2:18][CH2:17][N:16]([C:28](=[O:29])[CH2:27][S:26][C:25]2[N:24]([CH3:31])[N:23]=[C:22]([CH3:32])[C:21]=2[CH:19]=[O:20])[CH2:15][CH2:14]1)([CH3:6])([CH3:4])[CH3:5]. (5) Given the reactants [OH-].[K+].[N:3]1[CH:8]=[CH:7][CH:6]=[CH:5][C:4]=1[NH:9][CH2:10][CH2:11][CH2:12][O:13][C:14]1[CH:15]=[C:16]([CH:21]=[CH:22][CH:23]=1)[C:17]([O:19]C)=[O:18].Cl, predict the reaction product. The product is: [N:3]1[CH:8]=[CH:7][CH:6]=[CH:5][C:4]=1[NH:9][CH2:10][CH2:11][CH2:12][O:13][C:14]1[CH:15]=[C:16]([CH:21]=[CH:22][CH:23]=1)[C:17]([OH:19])=[O:18]. (6) Given the reactants [CH:1]1([Mg]Br)[CH2:5][CH2:4][CH2:3][CH2:2]1.[C:8]1(=[O:14])[CH2:13][CH2:12][CH2:11][CH:10]=[CH:9]1, predict the reaction product. The product is: [CH:1]1([C:8]2([OH:14])[CH2:13][CH2:12][CH2:11][CH:10]=[CH:9]2)[CH2:5][CH2:4][CH2:3][CH2:2]1. (7) The product is: [Cl:32][CH2:1][CH2:2][CH2:3][CH2:4][CH2:5][CH2:6][CH:7]=[CH:8][CH:9]=[CH:10][CH2:11][CH3:12]. Given the reactants [CH2:1](O)[CH2:2][CH2:3][CH2:4][CH2:5][CH2:6][CH:7]=[CH:8][CH:9]=[CH:10][CH2:11][CH3:12].CN(C)C1C=CC=CC=1.CN(C)C=O.CS([Cl:32])(=O)=O, predict the reaction product.